From a dataset of Peptide-MHC class II binding affinity with 134,281 pairs from IEDB. Regression. Given a peptide amino acid sequence and an MHC pseudo amino acid sequence, predict their binding affinity value. This is MHC class II binding data. (1) The peptide sequence is EKKYFAATQFERLAA. The MHC is DRB1_0101 with pseudo-sequence DRB1_0101. The binding affinity (normalized) is 0.607. (2) The peptide sequence is RYANPIAFFRKEPLK. The MHC is DRB1_0701 with pseudo-sequence DRB1_0701. The binding affinity (normalized) is 0.556. (3) The peptide sequence is EKKYFAATQFEYLAA. The MHC is HLA-DPA10201-DPB10501 with pseudo-sequence HLA-DPA10201-DPB10501. The binding affinity (normalized) is 0.926.